This data is from Peptide-MHC class II binding affinity with 134,281 pairs from IEDB. The task is: Regression. Given a peptide amino acid sequence and an MHC pseudo amino acid sequence, predict their binding affinity value. This is MHC class II binding data. The peptide sequence is AFKVAAYAANAAPAN. The MHC is HLA-DPA10201-DPB11401 with pseudo-sequence HLA-DPA10201-DPB11401. The binding affinity (normalized) is 0.832.